From a dataset of Experimentally validated miRNA-target interactions with 360,000+ pairs, plus equal number of negative samples. Binary Classification. Given a miRNA mature sequence and a target amino acid sequence, predict their likelihood of interaction. (1) The miRNA is cel-miR-2209a-3p with sequence AGAGAUCAGCGGUUACACUACA. The protein sequence of the target gene is MADTLPSEFDVIVIGTGLPESIIAAACSRSGRRVLHVDSRSYYGGNWASFSFSGLLSWLKEYQENSDIVSDSPVWQDQILENEEAIALSRKDKTIQHVEVFCYASQDLHEDVEEAGALQKNHALVTSANSTEAADSAFLPTEDESLSTMSCEMLTEQTPSSDPENALEVNGAEVTGEKENHCDDKTCVPSTSAEDMSENVPIAEDTTEQPKKNRITYSQIIKEGRRFNIDLVSKLLYSRGLLIDLLIKSNVSRYAEFKNITRILAFREGRVEQVPCSRADVFNSKQLTMVEKRMLMKFLT.... Result: 0 (no interaction). (2) The miRNA is hsa-miR-4479 with sequence CGCGCGGCCGUGCUCGGAGCAG. The protein sequence of the target gene is MYHSLSETRHPLQPEEQEVGIDPLSSYSNKSGGDSNKNGRRTSSTLDSEGTFNSYRKEWEELFVNNNYLATIRQKGINGQLRSSRFRSICWKLFLCVLPQDKSQWISRIEELRAWYSNIKEIHITNPRKVVGQQDLMINNPLSQDEGSLWNKFFQDKELRSMIEQDVKRTFPEMQFFQQENVRKILTDVLFCYARENEQLLYKQGMHELLAPIVFVLHCDHQAFLHASESAQPSEEMKTVLNPEYLEHDAYAVFSQLMETAEPWFSTFEHDGQKGKETLMTPIPFARPQDLGPTIAIVTK.... Result: 0 (no interaction). (3) The miRNA is hsa-miR-6502-3p with sequence UAGACCAUCUUUCUAGAGUAU. The protein sequence of the target gene is MAGPAIHTAPMLFLVLLLPLELSLAGALAPGTPARNLPENHIDLPGPALWTPQASHHRRRGPGKKEWGPGLPSQAQDGAVVTATRQASRLPEAEGLLPEQSPAGLLQDKDLLLGLALPYPEKENRPPGWERTRKRSREHKRRRDRLRLHQGRALVRGPSSLMKKAELSEAQVLDAAMEESSTSLAPTMFFLTTFEAAPATEESLILPVTSLRPQQAQPRSDGEVMPTLDMALFDWTDYEDLKPDGWPSAKKKEKHRGKLSSDGNETSPAEGEPCDHHQDCLPGTCCDLREHLCTPHNRGL.... Result: 1 (interaction). (4) The miRNA is mmu-miR-26b-5p with sequence UUCAAGUAAUUCAGGAUAGGU. The protein sequence of the target gene is MHLHQVLTGAVNPGDNCYSVGSVGDVPFTAYGSGCDIVILANDFECVQIIPGAKHGNIQVSCVECSNQQGRIAASYGNAVCIFEPLGINSHKRNCQLKCQWLKTGQFFLSSVTYNLAWDPQDNRLLTATDSIQLWAPPGDDILEEEEEIDNTVPPVLNDWKCVWQCKTSVSVHLMEWSPDGEYFATAGKDDCLLKVWYPMTGWKSSIIPQDHHEVKRRQSSTQFSFVYLAHPRAVTGFSWRKTSKYMPRGSVCNVLLTSCHDGVCRLWAETLLPEDCLLGEQICETTTSSIASSLSHAGR.... Result: 0 (no interaction). (5) The protein sequence of the target gene is MFFLYTDFFLSLVAVPAAAPVCQPKSATNGQPPAPAPTPTPRLSISSRATVVARMEGTSQGGLQTVMKWKTVVAIFVVVVVYLVTGGLVFRALEQPFESSQKNTIALEKAEFLRDHVCVSPQELETLIQHALDADNAGVSPIGNSSNNSSHWDLGSAFFFAGTVITTIGYGNIAPSTEGGKIFCILYAIFGIPLFGFLLAGIGDQLGTIFGKSIARVEKVFRKKQVSQTKIRVISTILFILAGCIVFVTIPAVIFKYIEGWTALESIYFVVVTLTTVGFGDFVAGGNAGINYREWYKPLV.... The miRNA is hsa-miR-133a-3p with sequence UUUGGUCCCCUUCAACCAGCUG. Result: 0 (no interaction). (6) The miRNA is hsa-miR-4784 with sequence UGAGGAGAUGCUGGGACUGA. The protein sequence of the target gene is MSWFSGLLVPKVDERKTAWGERNGQKRPRHANRASGFCAPRYMSCLKNAEPPSPTPAAHTRCPWQDEAFIRRAGPGRGVELGLRSVALGFDDTEVTTPMGTAEVAPDTSPRSGPSCWHRLVQVFQSKQFRSAKLERLYQRYFFQMNQSSLTLLMAVLVLLMAVLLTFHAAPAQPQPAYVALLTCASVLFVVLMVVCNRHSFRQDSMWVVSYVVLGILAAVQVGGALAANPHSPSAGLWCPVFFVYITYTLLPIRMRAAVLSGLGLSTLHLILAWQLNSSDPFLWKQLGANVVLFLCTNAI.... Result: 0 (no interaction). (7) The miRNA is mmu-miR-1929-5p with sequence UUCUAGGACUUUAUAGAGCAGAG. The protein sequence of the target gene is MLKTYRGKVVVSLAGATVTCLGFLLFLSQHQRIQADGMQNESEVGLRSLQSLGDSETDDGAQPEQNAKKGFSAYFSKLTRSRREADKPSEAPGAATDAPPAEDISADDIFIAVKTTKKFHRSRLDLLLDTWISRNMRQTYIFTDGEDEELKKKIGSHAINTNCSAAHSRQALSCKMAVEYDKFIESGKKWFCHVDDDNYVNTKTLVKLLSNYPHTQDMYIGKPSLDRPIEATERLGDNKMRPVNFWFATGGAGFCISRGLALKMSPWASGGHFMNTAEKIRLPDDCTIGYIIESVLGVSL.... Result: 0 (no interaction). (8) The protein sequence of the target gene is MTSLFAQEIRLSKRHEEIVSQRLMLLQQMENKLGDQHTEKASQLQTVETAFKRNLSLLKDIEAAEKSLQTRIHPLPRPEVVSLETRYWASVEEYIPKWEQFLLGRAPYPFAVENQNEAENTIQNEAQR. The miRNA is mmu-miR-5122 with sequence CCGCGGGACCCGGGGCUGUG. Result: 0 (no interaction). (9) Result: 0 (no interaction). The miRNA is hsa-miR-637 with sequence ACUGGGGGCUUUCGGGCUCUGCGU. The protein sequence of the target gene is MEPRDGSPEARSSDSESASASSSGSERDAGPEPDKAPRRLNKRRFPGLRLFGHRKAITKSGLQHLAPPPPTPGAPCSESERQIRSTVDWSESATYGEHIWFETNVSGDFCYVGEQYCVARMLKSVSRRKCAACKIVVHTPCIEQLEKINFRCKPSFRESGSRNVREPTFVRHHWVHRRRQDGKCRHCGKGFQQKFTFHSKEIVAISCSWCKQAYHSKVSCFMLQQIEEPCSLGVHAAVVIPPTWILRARRPQNTLKASKKKKRASFKRKSSKKGPEEGRWRPFIIRPTPSPLMKPLLVFV.... (10) The miRNA is mmu-miR-1195 with sequence UGAGUUCGAGGCCAGCCUGCUCA. The protein sequence of the target gene is MAPSPQACTSPLLLLLLPCLGAGPALGRGLPRPLENSEPHMIPSESQTFDLFWEKLRNESSWHSGDPQARAEGPKKPADPYLGPALHGPKAAPGVQGERLLRADDLQLARAFTSQGWTGPPDSQELLEPEAPEPHPVRAPRLTLVTTTPSSLLSAAILSTASQKPGGTAGQQPARNEELIMVKAETHITQASPWDFQGSSHTPVPETDAVRTLVLGKQGGHEQGFQEAVQGPLLTQQDPVVPGVGSTPPVKVESTPEPGAQLDLALVRSLPLPEGLPAEPPKTGAGDTWEVSSLGPQPEQ.... Result: 0 (no interaction).